This data is from NCI-60 drug combinations with 297,098 pairs across 59 cell lines. The task is: Regression. Given two drug SMILES strings and cell line genomic features, predict the synergy score measuring deviation from expected non-interaction effect. (1) Drug 1: COC1=NC(=NC2=C1N=CN2C3C(C(C(O3)CO)O)O)N. Drug 2: CCCCCOC(=O)NC1=NC(=O)N(C=C1F)C2C(C(C(O2)C)O)O. Cell line: NCI-H460. Synergy scores: CSS=-1.36, Synergy_ZIP=1.38, Synergy_Bliss=2.09, Synergy_Loewe=-2.78, Synergy_HSA=-2.38. (2) Drug 1: C1=NC2=C(N=C(N=C2N1C3C(C(C(O3)CO)O)F)Cl)N. Drug 2: C(CCl)NC(=O)N(CCCl)N=O. Cell line: MALME-3M. Synergy scores: CSS=1.34, Synergy_ZIP=-0.628, Synergy_Bliss=3.35, Synergy_Loewe=3.00, Synergy_HSA=3.03. (3) Drug 1: CNC(=O)C1=CC=CC=C1SC2=CC3=C(C=C2)C(=NN3)C=CC4=CC=CC=N4. Drug 2: CC1CCC2CC(C(=CC=CC=CC(CC(C(=O)C(C(C(=CC(C(=O)CC(OC(=O)C3CCCCN3C(=O)C(=O)C1(O2)O)C(C)CC4CCC(C(C4)OC)O)C)C)O)OC)C)C)C)OC. Cell line: RXF 393. Synergy scores: CSS=37.2, Synergy_ZIP=10.2, Synergy_Bliss=10.5, Synergy_Loewe=-0.190, Synergy_HSA=11.2. (4) Drug 1: CC1=C(C=C(C=C1)NC2=NC=CC(=N2)N(C)C3=CC4=NN(C(=C4C=C3)C)C)S(=O)(=O)N.Cl. Drug 2: CC1=C2C(C(=O)C3(C(CC4C(C3C(C(C2(C)C)(CC1OC(=O)C(C(C5=CC=CC=C5)NC(=O)OC(C)(C)C)O)O)OC(=O)C6=CC=CC=C6)(CO4)OC(=O)C)OC)C)OC. Cell line: OVCAR-5. Synergy scores: CSS=45.8, Synergy_ZIP=8.17, Synergy_Bliss=6.76, Synergy_Loewe=-25.4, Synergy_HSA=5.70. (5) Drug 1: CC1C(C(=O)NC(C(=O)N2CCCC2C(=O)N(CC(=O)N(C(C(=O)O1)C(C)C)C)C)C(C)C)NC(=O)C3=C4C(=C(C=C3)C)OC5=C(C(=O)C(=C(C5=N4)C(=O)NC6C(OC(=O)C(N(C(=O)CN(C(=O)C7CCCN7C(=O)C(NC6=O)C(C)C)C)C)C(C)C)C)N)C. Drug 2: CN(CC1=CN=C2C(=N1)C(=NC(=N2)N)N)C3=CC=C(C=C3)C(=O)NC(CCC(=O)O)C(=O)O. Cell line: TK-10. Synergy scores: CSS=33.6, Synergy_ZIP=-0.00405, Synergy_Bliss=0.786, Synergy_Loewe=-7.24, Synergy_HSA=0.0987. (6) Drug 1: CCC1=CC2CC(C3=C(CN(C2)C1)C4=CC=CC=C4N3)(C5=C(C=C6C(=C5)C78CCN9C7C(C=CC9)(C(C(C8N6C)(C(=O)OC)O)OC(=O)C)CC)OC)C(=O)OC.C(C(C(=O)O)O)(C(=O)O)O. Drug 2: C1=CC=C(C=C1)NC(=O)CCCCCCC(=O)NO. Cell line: U251. Synergy scores: CSS=28.6, Synergy_ZIP=-6.82, Synergy_Bliss=-7.66, Synergy_Loewe=-17.4, Synergy_HSA=-6.61. (7) Drug 1: CC=C1C(=O)NC(C(=O)OC2CC(=O)NC(C(=O)NC(CSSCCC=C2)C(=O)N1)C(C)C)C(C)C. Drug 2: C1=NC2=C(N1)C(=S)N=CN2. Cell line: OVCAR-8. Synergy scores: CSS=34.7, Synergy_ZIP=-6.61, Synergy_Bliss=-0.648, Synergy_Loewe=2.09, Synergy_HSA=1.34.